This data is from Forward reaction prediction with 1.9M reactions from USPTO patents (1976-2016). The task is: Predict the product of the given reaction. Given the reactants C([NH:8][C@@H:9]1[C@@H:18]([OH:19])[CH2:17][CH2:16][C:11]2([O:15][CH2:14][CH2:13][O:12]2)[CH2:10]1)C1C=CC=CC=1, predict the reaction product. The product is: [NH2:8][CH:9]1[CH:18]([OH:19])[CH2:17][CH2:16][C:11]2([O:12][CH2:13][CH2:14][O:15]2)[CH2:10]1.